Dataset: Forward reaction prediction with 1.9M reactions from USPTO patents (1976-2016). Task: Predict the product of the given reaction. (1) The product is: [F:1][C:2]1[CH:3]=[C:4]([NH:24][C:26](=[O:43])[CH2:27][C:28]([NH:30][CH:31]2[CH2:35][CH2:34][N:33]([C:36]([O:38][C:39]([CH3:41])([CH3:40])[CH3:42])=[O:37])[CH2:32]2)=[O:29])[CH:5]=[CH:6][C:7]=1[O:8][C:9]1[CH:14]=[CH:13][N:12]=[C:11]2[CH:15]=[C:16]([C:18]3[N:19]([CH3:23])[CH:20]=[CH:21][N:22]=3)[S:17][C:10]=12. Given the reactants [F:1][C:2]1[CH:3]=[C:4]([NH2:24])[CH:5]=[CH:6][C:7]=1[O:8][C:9]1[CH:14]=[CH:13][N:12]=[C:11]2[CH:15]=[C:16]([C:18]3[N:19]([CH3:23])[CH:20]=[CH:21][N:22]=3)[S:17][C:10]=12.Cl[C:26](=[O:43])[CH2:27][C:28]([NH:30][CH:31]1[CH2:35][CH2:34][N:33]([C:36]([O:38][C:39]([CH3:42])([CH3:41])[CH3:40])=[O:37])[CH2:32]1)=[O:29].F[P-](F)(F)(F)(F)F.N1(O[P+](N(C)C)(N(C)C)N(C)C)C2C=CC=CC=2N=N1.CCN(C(C)C)C(C)C, predict the reaction product. (2) Given the reactants C(=O)([O-])[O-].[K+].[K+].[CH3:7][O:8][C:9](=[O:30])[CH2:10][C:11]1[CH:20]=[C:19](OS(C(F)(F)F)(=O)=O)[C:18]2[C:13](=[CH:14][CH:15]=[C:16]([F:29])[CH:17]=2)[CH:12]=1.[C:31]([O:35][C:36]([N:38]1[CH2:43][CH:42]=[C:41](B2OC(C)(C)C(C)(C)O2)[CH2:40][CH2:39]1)=[O:37])([CH3:34])([CH3:33])[CH3:32].ClCCl, predict the reaction product. The product is: [C:31]([O:35][C:36]([N:38]1[CH2:39][CH:40]=[C:41]([C:19]2[C:18]3[C:13](=[CH:14][CH:15]=[C:16]([F:29])[CH:17]=3)[CH:12]=[C:11]([CH2:10][C:9]([O:8][CH3:7])=[O:30])[CH:20]=2)[CH2:42][CH2:43]1)=[O:37])([CH3:34])([CH3:32])[CH3:33]. (3) Given the reactants [NH2:1][C:2]1[CH:7]=[CH:6][C:5]([C:8]2[C:12]([C:13]([NH2:15])=[O:14])=[C:11]([NH:16][C:17]([NH:19][CH2:20][CH2:21][CH2:22][N:23]3[CH2:28][CH2:27][O:26][CH2:25][CH2:24]3)=[O:18])[S:10][N:9]=2)=[CH:4][CH:3]=1.[F:29][C:30]1[CH:35]=[CH:34][C:33]([C:36]([F:39])([F:38])[F:37])=[CH:32][C:31]=1[N:40]=[C:41]=[O:42], predict the reaction product. The product is: [F:29][C:30]1[CH:35]=[CH:34][C:33]([C:36]([F:39])([F:38])[F:37])=[CH:32][C:31]=1[NH:40][C:41]([NH:1][C:2]1[CH:3]=[CH:4][C:5]([C:8]2[C:12]([C:13]([NH2:15])=[O:14])=[C:11]([NH:16][C:17]([NH:19][CH2:20][CH2:21][CH2:22][N:23]3[CH2:24][CH2:25][O:26][CH2:27][CH2:28]3)=[O:18])[S:10][N:9]=2)=[CH:6][CH:7]=1)=[O:42]. (4) Given the reactants [NH2:1][C:2]1[C:7]([C:8]([O:10][CH2:11][CH3:12])=[O:9])=[CH:6][N:5]=[CH:4][CH:3]=1.C(N(CC)CC)C.[C:20](Cl)(=[O:25])[CH2:21][CH:22]([CH3:24])[CH3:23].O, predict the reaction product. The product is: [CH3:23][CH:22]([CH3:24])[CH2:21][C:20]([NH:1][C:2]1[C:7]([C:8]([O:10][CH2:11][CH3:12])=[O:9])=[CH:6][N:5]=[CH:4][CH:3]=1)=[O:25]. (5) Given the reactants [CH3:1][N:2]([CH3:30])[CH2:3][CH2:4][N:5]([CH2:18][CH2:19][NH:20][C:21]1[CH:26]=[CH:25][C:24]([N+:27]([O-:29])=[O:28])=[CH:23][N:22]=1)[S:6]([C:9]1[CH:14]=[CH:13][CH:12]=[CH:11][C:10]=1[N+:15]([O-:17])=[O:16])(=[O:8])=[O:7].OCCN1C[CH2:38][O:37][CH2:36]C1, predict the reaction product. The product is: [N:2]1([CH2:3][CH2:4][N:5]([CH2:18][CH2:19][NH:20][C:21]2[CH:26]=[CH:25][C:24]([N+:27]([O-:29])=[O:28])=[CH:23][N:22]=2)[S:6]([C:9]2[CH:14]=[CH:13][CH:12]=[CH:11][C:10]=2[N+:15]([O-:17])=[O:16])(=[O:7])=[O:8])[CH2:30][CH2:38][O:37][CH2:36][CH2:1]1.